This data is from Forward reaction prediction with 1.9M reactions from USPTO patents (1976-2016). The task is: Predict the product of the given reaction. (1) Given the reactants FC(F)(F)C(O)=O.[CH:8]1([C:12]([C:14]2[CH:42]=[CH:41][C:17]([O:18][C@@H:19]([C:22]3[O:26][N:25]=[C:24]([C:27]4[CH:39]=[CH:38][C:30]([C:31]([O:33]C(C)(C)C)=[O:32])=[C:29]([F:40])[CH:28]=4)[N:23]=3)[CH2:20][CH3:21])=[CH:16][CH:15]=2)=[O:13])[CH2:11][CH2:10][CH2:9]1, predict the reaction product. The product is: [CH:8]1([C:12]([C:14]2[CH:42]=[CH:41][C:17]([O:18][C@@H:19]([C:22]3[O:26][N:25]=[C:24]([C:27]4[CH:39]=[CH:38][C:30]([C:31]([OH:33])=[O:32])=[C:29]([F:40])[CH:28]=4)[N:23]=3)[CH2:20][CH3:21])=[CH:16][CH:15]=2)=[O:13])[CH2:11][CH2:10][CH2:9]1. (2) Given the reactants [Br:1][C:2]1[CH:7]=[CH:6][CH:5]=[C:4]([N+:8]([O-])=O)[C:3]=1[O:11][CH3:12].Br[C:14]1C(OC)=CC=C2[C:15]=1C=CN2, predict the reaction product. The product is: [Br:1][C:2]1[C:3]([O:11][CH3:12])=[C:4]2[C:5]([CH:14]=[CH:15][NH:8]2)=[CH:6][CH:7]=1. (3) Given the reactants [Cl:1][C:2]1[CH:3]=[N+:4]([O-:32])[CH:5]=[C:6]([Cl:31])[C:7]=1[CH2:8][C@@H:9]([C:16]1[CH:21]=[CH:20][C:19]([O:22][CH:23]([F:25])[F:24])=[C:18]([O:26][CH2:27][CH:28]2[CH2:30][CH2:29]2)[CH:17]=1)[O:10][C:11](=[O:15])[CH2:12][CH2:13][OH:14].[C:33]([O:37][C:38]([N:40]([C:45]1[CH:53]=[CH:52][C:48]([C:49](O)=[O:50])=[CH:47][C:46]=1[O:54][CH2:55][CH:56]1[CH2:58][CH2:57]1)[S:41]([CH3:44])(=[O:43])=[O:42])=[O:39])([CH3:36])([CH3:35])[CH3:34].C(Cl)CCl, predict the reaction product. The product is: [C:33]([O:37][C:38]([N:40]([C:45]1[CH:53]=[CH:52][C:48]([C:49]([O:14][CH2:13][CH2:12][C:11]([O:10][C@H:9]([C:16]2[CH:21]=[CH:20][C:19]([O:22][CH:23]([F:25])[F:24])=[C:18]([O:26][CH2:27][CH:28]3[CH2:30][CH2:29]3)[CH:17]=2)[CH2:8][C:7]2[C:2]([Cl:1])=[CH:3][N+:4]([O-:32])=[CH:5][C:6]=2[Cl:31])=[O:15])=[O:50])=[CH:47][C:46]=1[O:54][CH2:55][CH:56]1[CH2:57][CH2:58]1)[S:41]([CH3:44])(=[O:43])=[O:42])=[O:39])([CH3:36])([CH3:34])[CH3:35]. (4) Given the reactants C1([O:7]C(Cl)=O)C=CC=CC=1.[NH2:11][C:12]1[CH:36]=[CH:35][C:15]([O:16][C:17]2[CH:22]=[CH:21][N:20]=[C:19]3[CH:23]=[C:24]([C:26]([N:28]4[CH2:33][CH2:32][N:31]([CH3:34])[CH2:30][CH2:29]4)=[O:27])[S:25][C:18]=23)=[C:14]([F:37])[CH:13]=1.[N:38]1[CH:43]=[CH:42][CH:41]=C[CH:39]=1.C1(N)CC1, predict the reaction product. The product is: [CH:43]1([NH:38][C:39]([NH:11][C:12]2[CH:36]=[CH:35][C:15]([O:16][C:17]3[CH:22]=[CH:21][N:20]=[C:19]4[CH:23]=[C:24]([C:26]([N:28]5[CH2:29][CH2:30][N:31]([CH3:34])[CH2:32][CH2:33]5)=[O:27])[S:25][C:18]=34)=[C:14]([F:37])[CH:13]=2)=[O:7])[CH2:41][CH2:42]1. (5) Given the reactants [Br:1][CH2:2][C:3](Br)=[O:4].[CH3:6][C:7]1[S:11][C:10]([C:12]2[CH:17]=[CH:16][C:15]([O:18][C:19]3[CH:24]=[CH:23][CH:22]=[CH:21][CH:20]=3)=[CH:14][CH:13]=2)=[N:9][CH:8]=1.[Al+3].[Cl-].[Cl-].[Cl-], predict the reaction product. The product is: [Br:1][CH2:2][C:3]([C:22]1[CH:23]=[CH:24][C:19]([O:18][C:15]2[CH:16]=[CH:17][C:12]([C:10]3[S:11][C:7]([CH3:6])=[CH:8][N:9]=3)=[CH:13][CH:14]=2)=[CH:20][CH:21]=1)=[O:4]. (6) Given the reactants [F:1][C:2]1[CH:3]=[CH:4][C:5]2[N:9]=[C:8]([C@@H:10]([NH2:13])[CH2:11][CH3:12])[N:7]([C:14]3[CH:15]=[N:16][CH:17]=[CH:18][CH:19]=3)[C:6]=2[CH:20]=1.Cl[C:22]1[N:30]=[CH:29][N:28]=[C:27]2[C:23]=1[N:24]=[CH:25][N:26]2C1CCCCO1.CCN(C(C)C)C(C)C, predict the reaction product. The product is: [F:1][C:2]1[CH:3]=[CH:4][C:5]2[N:9]=[C:8]([CH:10]([NH:13][C:22]3[N:30]=[CH:29][N:28]=[C:27]4[C:23]=3[N:24]=[CH:25][NH:26]4)[CH2:11][CH3:12])[N:7]([C:14]3[CH:15]=[N:16][CH:17]=[CH:18][CH:19]=3)[C:6]=2[CH:20]=1.